From a dataset of Peptide-MHC class II binding affinity with 134,281 pairs from IEDB. Regression. Given a peptide amino acid sequence and an MHC pseudo amino acid sequence, predict their binding affinity value. This is MHC class II binding data. (1) The peptide sequence is PDNVKPIYIVTPTNA. The MHC is DRB1_0101 with pseudo-sequence DRB1_0101. The binding affinity (normalized) is 0.361. (2) The peptide sequence is KTKEGVLYVGSKTKK. The MHC is DRB1_0301 with pseudo-sequence DRB1_0301. The binding affinity (normalized) is 0.426.